This data is from Catalyst prediction with 721,799 reactions and 888 catalyst types from USPTO. The task is: Predict which catalyst facilitates the given reaction. (1) Reactant: [CH2:1]([C@@H:8]1[CH2:12][O:11][C:10](=[O:13])[N:9]1[C:14](=[O:17])[CH2:15][CH3:16])[C:2]1[CH:7]=[CH:6][CH:5]=[CH:4][CH:3]=1.C[Si]([N-][Si](C)(C)C)(C)C.[Na+].[CH2:28]([O:35][C:36]1[CH:41]=[CH:40][C:39]([CH2:42]Br)=[CH:38][CH:37]=1)[C:29]1[CH:34]=[CH:33][CH:32]=[CH:31][CH:30]=1.O1CCNC1=O. Product: [CH2:1]([C@@H:8]1[CH2:12][O:11][C:10](=[O:13])[N:9]1[C:14](=[O:17])[C@H:15]([CH3:16])[CH2:42][C:39]1[CH:40]=[CH:41][C:36]([O:35][CH2:28][C:29]2[CH:34]=[CH:33][CH:32]=[CH:31][CH:30]=2)=[CH:37][CH:38]=1)[C:2]1[CH:3]=[CH:4][CH:5]=[CH:6][CH:7]=1. The catalyst class is: 7. (2) Reactant: [NH2:1][CH2:2][CH2:3][N:4]1[CH2:9][CH2:8][CH:7]([OH:10])[CH2:6][CH2:5]1.[Cl:11][C:12]1[CH:20]=[CH:19][CH:18]=[C:17]([Cl:21])[C:13]=1[C:14](O)=[O:15].C(N(CC)CC)C.C1CN([P+](Br)(N2CCCC2)N2CCCC2)CC1.F[P-](F)(F)(F)(F)F. Product: [Cl:11][C:12]1[CH:20]=[CH:19][CH:18]=[C:17]([Cl:21])[C:13]=1[C:14]([NH:1][CH2:2][CH2:3][N:4]1[CH2:9][CH2:8][CH:7]([OH:10])[CH2:6][CH2:5]1)=[O:15]. The catalyst class is: 3. (3) Reactant: CC1(C)C(C)(C)OB([C:9]2[CH:14]=[CH:13][C:12]([CH2:15][C:16]([NH:18][C:19]3[CH:23]=[C:22]([C:24]4([C:27]([F:30])([F:29])[F:28])[CH2:26][CH2:25]4)[O:21][N:20]=3)=[O:17])=[CH:11][CH:10]=2)O1.Cl[C:33]1[N:38]=[C:37]2[N:39]([CH3:42])[CH:40]=[CH:41][C:36]2=[N:35][CH:34]=1.C([O-])([O-])=O.[Na+].[Na+].CC#N. Product: [CH3:42][N:39]1[C:37]2=[N:38][C:33]([C:9]3[CH:10]=[CH:11][C:12]([CH2:15][C:16]([NH:18][C:19]4[CH:23]=[C:22]([C:24]5([C:27]([F:30])([F:29])[F:28])[CH2:26][CH2:25]5)[O:21][N:20]=4)=[O:17])=[CH:13][CH:14]=3)=[CH:34][N:35]=[C:36]2[CH:41]=[CH:40]1. The catalyst class is: 6.